This data is from Full USPTO retrosynthesis dataset with 1.9M reactions from patents (1976-2016). The task is: Predict the reactants needed to synthesize the given product. Given the product [NH2:16][C:15](=[N:13][OH:14])[C:17]1[CH:22]=[CH:21][C:20]([CH2:23][CH2:24][C:25]([O:27][C:28]([CH3:29])([CH3:31])[CH3:30])=[O:26])=[CH:19][C:18]=1[CH3:32], predict the reactants needed to synthesize it. The reactants are: NC(=[N:13][OH:14])C1C=C(C=CC=1)C(OC)=O.[C:15]([C:17]1[CH:22]=[CH:21][C:20]([CH2:23][CH2:24][C:25]([O:27][C:28]([CH3:31])([CH3:30])[CH3:29])=[O:26])=[CH:19][C:18]=1[CH3:32])#[N:16].